This data is from Reaction yield outcomes from USPTO patents with 853,638 reactions. The task is: Predict the reaction yield, written as a fraction of the theoretical maximum amount of product (1.0 means a 100% yield; for example, 0.34 means a 34% yield). (1) The reactants are C1(P(C2CCCCC2)C2CCCCC2)CCCCC1.[B:29]1([B:29]2[O:33][C:32]([CH3:35])([CH3:34])[C:31]([CH3:37])([CH3:36])[O:30]2)[O:33][C:32]([CH3:35])([CH3:34])[C:31]([CH3:37])([CH3:36])[O:30]1.Br[C:39]1[CH:44]=[CH:43][C:42]([CH:45]([C:57]2[CH:62]=[CH:61][C:60]([Cl:63])=[CH:59][CH:58]=2)[N:46]2[C:54](=[O:55])[C:53]3[C:48](=[CH:49][CH:50]=[CH:51][CH:52]=3)[C:47]2=[O:56])=[CH:41][CH:40]=1.C([O-])(=O)C.[K+]. The catalyst is C1C=CC(/C=C/C(/C=C/C2C=CC=CC=2)=O)=CC=1.C1C=CC(/C=C/C(/C=C/C2C=CC=CC=2)=O)=CC=1.C1C=CC(/C=C/C(/C=C/C2C=CC=CC=2)=O)=CC=1.[Pd].[Pd].C(OCC)(=O)C.O1CCOCC1. The product is [Cl:63][C:60]1[CH:59]=[CH:58][C:57]([CH:45]([C:42]2[CH:43]=[CH:44][C:39]([B:29]3[O:30][C:31]([CH3:36])([CH3:37])[C:32]([CH3:34])([CH3:35])[O:33]3)=[CH:40][CH:41]=2)[N:46]2[C:54](=[O:55])[C:53]3[C:48](=[CH:49][CH:50]=[CH:51][CH:52]=3)[C:47]2=[O:56])=[CH:62][CH:61]=1. The yield is 0.300. (2) The reactants are [Si:1]([O:8][CH2:9][C@@H:10]1[CH2:14][C:13]([CH3:15])=[CH:12][N:11]1[C:16]([C:18]1[CH:23]=[C:22]([O:24][CH3:25])[C:21]([O:26][Si:27]([CH:34]([CH3:36])[CH3:35])([CH:31]([CH3:33])[CH3:32])[CH:28]([CH3:30])[CH3:29])=[CH:20][C:19]=1[N+:37]([O-])=O)=[O:17])([C:4]([CH3:7])([CH3:6])[CH3:5])([CH3:3])[CH3:2]. The catalyst is C(O)=O.C(O)C.[Zn]. The product is [NH2:37][C:19]1[CH:20]=[C:21]([O:26][Si:27]([CH:28]([CH3:29])[CH3:30])([CH:34]([CH3:36])[CH3:35])[CH:31]([CH3:33])[CH3:32])[C:22]([O:24][CH3:25])=[CH:23][C:18]=1[C:16]([N:11]1[CH:12]=[C:13]([CH3:15])[CH2:14][C@H:10]1[CH2:9][O:8][Si:1]([C:4]([CH3:7])([CH3:6])[CH3:5])([CH3:2])[CH3:3])=[O:17]. The yield is 0.800. (3) The reactants are [C:1]([C:5]1[CH:29]=[CH:28][C:8]([CH2:9][NH:10][C:11]([NH:13][CH2:14][C:15]2[C:20]([F:21])=[CH:19][CH:18]=[C:17]([NH:22][S:23]([CH3:26])(=[O:25])=[O:24])[C:16]=2[F:27])=S)=[CH:7][CH:6]=1)([CH3:4])([CH3:3])[CH3:2].[N:30]#[C:31][NH2:32].[Pb]. The catalyst is C(OCC)(=O)C. The product is [C:31]([N:32]=[C:11]([NH:13][CH2:14][C:15]1[C:20]([F:21])=[CH:19][CH:18]=[C:17]([NH:22][S:23]([CH3:26])(=[O:25])=[O:24])[C:16]=1[F:27])[NH:10][CH2:9][C:8]1[CH:28]=[CH:29][C:5]([C:1]([CH3:4])([CH3:3])[CH3:2])=[CH:6][CH:7]=1)#[N:30]. The yield is 0.780. (4) The reactants are [NH2:1][C@@:2]([C:17]1[CH:22]=[CH:21][C:20]([O:23][CH2:24][CH2:25][CH2:26][C:27]([F:30])([F:29])[F:28])=[CH:19][CH:18]=1)([C:13]([F:16])([F:15])[F:14])[CH2:3][C:4]([C:6]1[CH:11]=[CH:10][C:9]([CH3:12])=[CH:8][CH:7]=1)=[O:5].C1CCC(N=C=NC2CCCCC2)CC1.[N:46]1[N:47](CC(O)=O)[N:48]=[N:49][CH:50]=1.C1C[O:58][CH2:57][CH2:56]1. No catalyst specified. The product is [NH:46]1[C:50]([CH2:56][C:57]([NH:1][C:2]([C:17]2[CH:22]=[CH:21][C:20]([O:23][CH2:24][CH2:25][CH2:26][C:27]([F:28])([F:29])[F:30])=[CH:19][CH:18]=2)([CH2:3][C:4](=[O:5])[C:6]2[CH:11]=[CH:10][C:9]([CH3:12])=[CH:8][CH:7]=2)[C:13]([F:16])([F:15])[F:14])=[O:58])=[N:49][N:48]=[N:47]1. The yield is 1.52. (5) The reactants are [Cl:1][C:2]1[CH:7]=[C:6]([Cl:8])[CH:5]=[CH:4][C:3]=1[C:9]1[CH:14]=[CH:13][N:12]=[C:11]([NH:15][CH:16]([CH3:20])[CH2:17][O:18][CH3:19])[C:10]=1[NH2:21].[C:22](OC)(=[O:26])[C:23]([CH3:25])=O. The catalyst is C1(C)C=CC=CC=1. The product is [Cl:1][C:2]1[CH:7]=[C:6]([Cl:8])[CH:5]=[CH:4][C:3]=1[C:9]1[C:10]2[N:21]=[C:23]([CH3:25])[C:22](=[O:26])[N:15]([CH:16]([CH3:20])[CH2:17][O:18][CH3:19])[C:11]=2[N:12]=[CH:13][CH:14]=1. The yield is 0.0200. (6) The reactants are [CH2:1]([N:3]1[CH2:8][CH2:7][N:6]([CH:9]2[CH2:14][CH2:13][N:12](C(OC(C)(C)C)=O)[CH2:11][CH2:10]2)[CH2:5][CH2:4]1)[CH3:2].CO.ClCCl.Cl. The catalyst is C(O)(C)C.O. The product is [CH2:1]([N:3]1[CH2:8][CH2:7][N:6]([CH:9]2[CH2:14][CH2:13][NH:12][CH2:11][CH2:10]2)[CH2:5][CH2:4]1)[CH3:2]. The yield is 0.870. (7) The reactants are Br[C:2]1[C:11]2[C:6](=[CH:7][C:8]([O:14][CH3:15])=[C:9]([O:12][CH3:13])[CH:10]=2)[C:5](=[O:16])[N:4]([CH2:17][CH3:18])[CH:3]=1.CC1(C)C(C)(C)OB([C:27]2[CH:28]=[N:29][N:30](C(OC(C)(C)C)=O)[CH:31]=2)O1.O.C(=O)([O-])[O-].[Na+].[Na+].COCCOC. The catalyst is CCOC(C)=O.Cl[Pd](Cl)([P](C1C=CC=CC=1)(C1C=CC=CC=1)C1C=CC=CC=1)[P](C1C=CC=CC=1)(C1C=CC=CC=1)C1C=CC=CC=1.CO.O.CCO. The product is [CH2:17]([N:4]1[CH:3]=[C:2]([C:27]2[CH:28]=[N:29][NH:30][CH:31]=2)[C:11]2[C:6](=[CH:7][C:8]([O:14][CH3:15])=[C:9]([O:12][CH3:13])[CH:10]=2)[C:5]1=[O:16])[CH3:18]. The yield is 0.180.